Dataset: Forward reaction prediction with 1.9M reactions from USPTO patents (1976-2016). Task: Predict the product of the given reaction. (1) Given the reactants Cl[C:2]1[N:6]2[CH:7]=[C:8]([F:11])[CH:9]=[CH:10][C:5]2=[N:4][N:3]=1.[CH3:12][C:13]1([OH:19])[CH2:18][CH2:17][NH:16][CH2:15][CH2:14]1.N, predict the reaction product. The product is: [F:11][C:8]1[CH:9]=[CH:10][C:5]2[N:6]([C:2]([N:16]3[CH2:17][CH2:18][C:13]([CH3:12])([OH:19])[CH2:14][CH2:15]3)=[N:3][N:4]=2)[CH:7]=1. (2) Given the reactants [CH2:1]([C:4]1([C:19]2[CH:24]=[CH:23][C:22]([F:25])=[CH:21][CH:20]=2)[O:9][C:8](=[O:10])[N:7]([C@H:11]([C:13]2[CH:18]=[CH:17][CH:16]=[CH:15][CH:14]=2)[CH3:12])[CH2:6][CH2:5]1)[CH:2]=C.C1C[O:29]CC1.O, predict the reaction product. The product is: [F:25][C:22]1[CH:23]=[CH:24][C:19]([C:4]2([CH2:1][CH2:2][OH:29])[O:9][C:8](=[O:10])[N:7]([C@H:11]([C:13]3[CH:18]=[CH:17][CH:16]=[CH:15][CH:14]=3)[CH3:12])[CH2:6][CH2:5]2)=[CH:20][CH:21]=1. (3) Given the reactants [F:1][C:2]1[C:3]([N:23]2[CH2:27][CH2:26][CH2:25][CH2:24]2)=[CH:4][C:5]2[N:14]=[CH:13][C:12]3[N:11]([CH3:15])[CH:10]=[C:9]([C:16]([O:18]CC)=[O:17])[C:8](=[O:21])[C:7]=3[C:6]=2[CH:22]=1.[OH-].[K+].Cl, predict the reaction product. The product is: [F:1][C:2]1[C:3]([N:23]2[CH2:27][CH2:26][CH2:25][CH2:24]2)=[CH:4][C:5]2[N:14]=[CH:13][C:12]3[N:11]([CH3:15])[CH:10]=[C:9]([C:16]([OH:18])=[O:17])[C:8](=[O:21])[C:7]=3[C:6]=2[CH:22]=1.